This data is from Full USPTO retrosynthesis dataset with 1.9M reactions from patents (1976-2016). The task is: Predict the reactants needed to synthesize the given product. (1) Given the product [Br:16][CH2:15][C:11]1[C:12]2[C:7](=[CH:6][C:5]([O:4][CH:1]([CH3:3])[CH3:2])=[CH:14][CH:13]=2)[CH:8]=[CH:9][CH:10]=1, predict the reactants needed to synthesize it. The reactants are: [CH:1]([O:4][C:5]1[CH:6]=[C:7]2[C:12](=[CH:13][CH:14]=1)[C:11]([CH3:15])=[CH:10][CH:9]=[CH:8]2)([CH3:3])[CH3:2].[Br:16]N1C(=O)CCC1=O. (2) Given the product [OH-:7].[K+:27].[F:49][C:30]([F:29])([F:48])[C:31]1[CH:32]=[C:33]([CH2:37][N:38]2[CH:42]=[C:41]([C:43]([OH:45])=[O:44])[CH:40]=[N:39]2)[CH:34]=[CH:35][CH:36]=1, predict the reactants needed to synthesize it. The reactants are: N1C=C(C(OCC)=[O:7])C=N1.BrCC1C=CC=C(C(F)(F)F)C=1.C(=O)([O-])[O-].[K+:27].[K+].[F:29][C:30]([F:49])([F:48])[C:31]1[CH:32]=[C:33]([CH2:37][N:38]2[CH:42]=[C:41]([C:43]([O:45]CC)=[O:44])[CH:40]=[N:39]2)[CH:34]=[CH:35][CH:36]=1. (3) Given the product [C:1]([N:4]1[CH2:5][CH2:6][N:7]([C:10]2[CH:15]=[CH:14][C:13](/[CH:16]=[CH:17]/[C:18]3[C:26]4[C:21](=[CH:22][CH:23]=[CH:24][CH:25]=4)[NH:20][N:19]=3)=[CH:12][C:11]=2[NH2:27])[CH2:8][CH2:9]1)(=[O:3])[CH3:2], predict the reactants needed to synthesize it. The reactants are: [C:1]([N:4]1[CH2:9][CH2:8][N:7]([C:10]2[CH:15]=[CH:14][C:13](/[CH:16]=[CH:17]/[C:18]3[C:26]4[C:21](=[CH:22][CH:23]=[CH:24][CH:25]=4)[NH:20][N:19]=3)=[CH:12][C:11]=2[N+:27]([O-])=O)[CH2:6][CH2:5]1)(=[O:3])[CH3:2].Cl.[Sn]. (4) Given the product [S:35]1[C:39]2[CH:40]=[CH:41][CH:42]=[CH:43][C:38]=2[CH:37]=[C:36]1[C:44]([NH:46][C@@H:47]([CH2:48][CH:49]([CH3:51])[CH3:50])[C:52]([N:7]1[CH2:6][CH2:5][N:4]([C:8](=[O:18])[CH2:9][NH:10][C:11](=[O:17])[O:12][C:13]([CH3:14])([CH3:16])[CH3:15])[CH2:3][C@@H:2]1[CH3:1])=[O:53])=[O:45], predict the reactants needed to synthesize it. The reactants are: [CH3:1][C@@H:2]1[NH:7][CH2:6][CH2:5][N:4]([C:8](=[O:18])[CH2:9][NH:10][C:11](=[O:17])[O:12][C:13]([CH3:16])([CH3:15])[CH3:14])[CH2:3]1.C(Cl)CCl.C1C=C2C(N(O)N=NC2=CC=1)=O.[S:35]1[C:39]2[CH:40]=[CH:41][CH:42]=[CH:43][C:38]=2[CH:37]=[C:36]1[C:44]([NH:46][C@H:47]([C:52](O)=[O:53])[CH2:48][CH:49]([CH3:51])[CH3:50])=[O:45].CN1CCOCC1.C([O-])(O)=O.[Na+].Cl. (5) Given the product [CH3:26][C:11]1([N:14]2[C:25]3[C:17](=[CH:18][N:19]=[C:20]4[C:24]=3[CH:23]=[CH:22][NH:21]4)[N:16]=[N:15]2)[CH2:12][CH2:13][NH:8][CH2:9][CH2:10]1, predict the reactants needed to synthesize it. The reactants are: C(OC([N:8]1[CH2:13][CH2:12][C:11]([CH3:26])([N:14]2[C:25]3[C:17](=[CH:18][N:19]=[C:20]4[C:24]=3[CH:23]=[CH:22][NH:21]4)[N:16]=[N:15]2)[CH2:10][CH2:9]1)=O)(C)(C)C. (6) Given the product [F:18][C:19]1[CH:20]=[C:21]([CH2:22][NH:23][C:15]([CH:7]2[CH2:6][CH2:5][C:4]3[C:9](=[C:10]([O:13][CH3:14])[CH:11]=[CH:12][C:3]=3[O:2][CH3:1])[CH2:8]2)=[O:17])[CH:24]=[C:25]([F:27])[CH:26]=1, predict the reactants needed to synthesize it. The reactants are: [CH3:1][O:2][C:3]1[CH:12]=[CH:11][C:10]([O:13][CH3:14])=[C:9]2[C:4]=1[CH2:5][CH2:6][CH:7]([C:15]([OH:17])=O)[CH2:8]2.[F:18][C:19]1[CH:20]=[C:21]([CH:24]=[C:25]([F:27])[CH:26]=1)[CH2:22][NH2:23].C(N(CC)CC)C.CN(C(ON1N=NC2C=CC=CC1=2)=[N+](C)C)C.F[P-](F)(F)(F)(F)F. (7) The reactants are: [N:1]1[O:2][N:3]=[C:4]2[CH:9]=[C:8]([CH2:10][CH2:11][N:12]3[CH2:17][CH2:16][NH:15][CH2:14][C:13]3=[O:18])[CH:7]=[CH:6][C:5]=12.[F:19][C:20]1[CH:21]=[C:22]([CH2:29][CH:30]=O)[CH:23]=[CH:24][C:25]=1[N+:26]([O-:28])=[O:27]. Given the product [N:1]1[O:2][N:3]=[C:4]2[CH:9]=[C:8]([CH2:10][CH2:11][N:12]3[CH2:17][CH2:16][N:15]([CH2:30][CH2:29][C:22]4[CH:23]=[CH:24][C:25]([N+:26]([O-:28])=[O:27])=[C:20]([F:19])[CH:21]=4)[CH2:14][C:13]3=[O:18])[CH:7]=[CH:6][C:5]=12, predict the reactants needed to synthesize it.